This data is from Forward reaction prediction with 1.9M reactions from USPTO patents (1976-2016). The task is: Predict the product of the given reaction. (1) Given the reactants [CH3:1][C:2]1[CH:3]=[C:4]([N:9]2[C:13](=[O:14])[C:12](=[N:15][NH:16][C:17]3[C:18]([OH:34])=[C:19]([C:23]4[CH:28]=[CH:27][CH:26]=[C:25]([C:29]5[NH:33][N:32]=[N:31][N:30]=5)[CH:24]=4)[CH:20]=[CH:21][CH:22]=3)[C:11]([CH3:35])=[N:10]2)[CH:5]=[CH:6][C:7]=1[CH3:8].C(O)C.[OH-].[OH:40][CH2:41][CH2:42][N+:43]([CH3:46])([CH3:45])[CH3:44].O, predict the reaction product. The product is: [OH:40][CH2:41][CH2:42][N+:43]([CH3:46])([CH3:45])[CH3:44].[CH3:1][C:2]1[CH:3]=[C:4]([N:9]2[C:13](=[O:14])[C:12](=[N:15][NH:16][C:17]3[C:18]([OH:34])=[C:19]([C:23]4[CH:28]=[CH:27][CH:26]=[C:25]([C:29]5[NH:30][N:31]=[N:32][N:33]=5)[CH:24]=4)[CH:20]=[CH:21][CH:22]=3)[C:11]([CH3:35])=[N:10]2)[CH:5]=[CH:6][C:7]=1[CH3:8]. (2) Given the reactants [OH:1][C:2]1[CH:11]=[CH:10][C:9]([N+:12]([O-:14])=[O:13])=[CH:8][C:3]=1[C:4]([O:6][CH3:7])=[O:5].[F:15][C:16]([F:32])([F:31])[C:17]1[CH:18]=[C:19]([CH:23]([C:25]2[CH:30]=[CH:29][CH:28]=[CH:27][CH:26]=2)O)[CH:20]=[CH:21][CH:22]=1.C1(C)C=CC=CC=1.C1(P(C2C=CC=CC=2)C2C=CC=CC=2)C=CC=CC=1, predict the reaction product. The product is: [F:15][C:16]([F:31])([F:32])[C:17]1[CH:18]=[C:19]([CH:23]([C:25]2[CH:26]=[CH:27][CH:28]=[CH:29][CH:30]=2)[O:1][C:2]2[CH:11]=[CH:10][C:9]([N+:12]([O-:14])=[O:13])=[CH:8][C:3]=2[C:4]([O:6][CH3:7])=[O:5])[CH:20]=[CH:21][CH:22]=1. (3) Given the reactants [C:1]([C:3]1[CH:8]=[CH:7][CH:6]=[CH:5][C:4]=1[C:9]1[CH:14]=[CH:13][C:12]([C:15]([F:18])([F:17])[F:16])=[C:11]([Cl:19])[CH:10]=1)#N.[OH-:20].[K+].[OH2:22], predict the reaction product. The product is: [F:16][C:15]([F:18])([F:17])[C:12]1[CH:13]=[CH:14][C:9]([C:4]2[C:3]([C:1]([OH:22])=[O:20])=[CH:8][CH:7]=[CH:6][CH:5]=2)=[CH:10][C:11]=1[Cl:19]. (4) Given the reactants [OH:1][C:2]1[CH:7]=[CH:6][C:5]([C:8]2[N:9]=[C:10]3[C:15](=[N:16][C:17]=2[C:18]2[CH:23]=[CH:22][C:21]([OH:24])=[CH:20][CH:19]=2)[N:14]=[CH:13][N:12]=[C:11]3[NH2:25])=[CH:4][CH:3]=1.[S:26](=[O:30])(=[O:29])([OH:28])[OH:27].C(OCC)C, predict the reaction product. The product is: [S:26]([OH:30])([OH:29])(=[O:28])=[O:27].[OH:1][C:2]1[CH:7]=[CH:6][C:5]([C:8]2[N:9]=[C:10]3[C:15](=[N:16][C:17]=2[C:18]2[CH:23]=[CH:22][C:21]([OH:24])=[CH:20][CH:19]=2)[N:14]=[CH:13][N:12]=[C:11]3[NH2:25])=[CH:4][CH:3]=1. (5) Given the reactants BrN1C(=O)CCC1=O.[Cl:9][C:10]1[CH:11]=[C:12]2[C:16](=[CH:17][CH:18]=1)[N:15]([CH2:19][C:20]([OH:22])=[O:21])[C:14]([CH3:23])=[C:13]2[C:24]1[C:33]2[C:28](=[CH:29][C:30]([Cl:34])=[CH:31][CH:32]=2)[N:27]=[CH:26][CH:25]=1.[C:35]([OH:38])(=[O:37])[CH3:36], predict the reaction product. The product is: [C:35]([O:38][CH2:23][C:14]1[N:15]([CH2:19][C:20]([OH:22])=[O:21])[C:16]2[C:12]([C:13]=1[C:24]1[C:33]3[C:28](=[CH:29][C:30]([Cl:34])=[CH:31][CH:32]=3)[N:27]=[CH:26][CH:25]=1)=[CH:11][C:10]([Cl:9])=[CH:18][CH:17]=2)(=[O:37])[CH3:36]. (6) Given the reactants Cl[C:2]1[N:7]=[C:6]([C:8]2[CH:9]=[N:10][N:11]([C:13]3([CH2:19][C:20]#[N:21])[CH2:16][CH:15]([C:17]#[N:18])[CH2:14]3)[CH:12]=2)[CH:5]=[CH:4][N:3]=1.[N+:22]([C:25]1[CH:38]=[CH:37][C:28]([O:29][CH2:30][CH2:31][N:32]2[CH2:36][CH2:35][CH2:34][CH2:33]2)=[CH:27][CH:26]=1)([O-])=O, predict the reaction product. The product is: [C:20]([CH2:19][C:13]1([N:11]2[CH:12]=[C:8]([C:6]3[CH:5]=[CH:4][N:3]=[C:2]([NH:22][C:25]4[CH:38]=[CH:37][C:28]([O:29][CH2:30][CH2:31][N:32]5[CH2:36][CH2:35][CH2:34][CH2:33]5)=[CH:27][CH:26]=4)[N:7]=3)[CH:9]=[N:10]2)[CH2:16][CH:15]([C:17]#[N:18])[CH2:14]1)#[N:21]. (7) Given the reactants [C:1]1([OH:11])[C:10]2[C:5](=[CH:6][CH:7]=[CH:8][CH:9]=2)[CH:4]=[CH:3][CH:2]=1.[H-].[Na+].[Cl:14][C:15]1[CH:20]=[C:19]([N+]([O-])=O)[CH:18]=[CH:17][N:16]=1, predict the reaction product. The product is: [Cl:14][C:15]1[CH:20]=[C:19]([O:11][C:1]2[C:10]3[C:5](=[CH:6][CH:7]=[CH:8][CH:9]=3)[CH:4]=[CH:3][CH:2]=2)[CH:18]=[CH:17][N:16]=1. (8) Given the reactants [Cl:1][C:2]1[CH:7]=[CH:6][CH:5]=[CH:4][C:3]=1[S:8]([C@H:11]1[CH2:15][NH:14][C@H:13]([C:16]([NH:18][C:19]2([C:22]#[N:23])[CH2:21][CH2:20]2)=[O:17])[CH2:12]1)(=[O:10])=[O:9].Cl.[CH3:25][CH:26]1[CH2:31][CH2:30][N:29]([C:32]2([C:35](O)=[O:36])[CH2:34][CH2:33]2)[CH2:28][CH2:27]1, predict the reaction product. The product is: [Cl:1][C:2]1[CH:7]=[CH:6][CH:5]=[CH:4][C:3]=1[S:8]([C@H:11]1[CH2:15][N:14]([C:35]([C:32]2([N:29]3[CH2:30][CH2:31][CH:26]([CH3:25])[CH2:27][CH2:28]3)[CH2:33][CH2:34]2)=[O:36])[C@H:13]([C:16]([NH:18][C:19]2([C:22]#[N:23])[CH2:21][CH2:20]2)=[O:17])[CH2:12]1)(=[O:10])=[O:9]. (9) Given the reactants [CH2:1]1[C:9]2[C:4](=[CH:5][CH:6]=[CH:7][CH:8]=2)[CH2:3][N:2]1[C:10](=[O:28])[C:11]([C:13]1[CH:18]=[C:17]([I:19])[CH:16]=[CH:15][C:14]=1[NH:20]C(=O)OC(C)(C)C)=O.[F-].[Cs+].C[Si]([N:35]=[C:36]=[N:37][Si](C)(C)C)(C)C.Cl, predict the reaction product. The product is: [NH2:35][C:36]1[N:37]=[C:11]([C:10]([N:2]2[CH2:3][C:4]3[C:9](=[CH:8][CH:7]=[CH:6][CH:5]=3)[CH2:1]2)=[O:28])[C:13]2[C:14](=[CH:15][CH:16]=[C:17]([I:19])[CH:18]=2)[N:20]=1.